This data is from Forward reaction prediction with 1.9M reactions from USPTO patents (1976-2016). The task is: Predict the product of the given reaction. (1) Given the reactants Br[C:2]1[CH:3]=[C:4]([CH:10]2[CH2:15][CH2:14][O:13][CH2:12][CH2:11]2)[CH:5]=[CH:6][C:7]=1[O:8][CH3:9].[CH2:16]([NH2:23])[C:17]1[CH:22]=[CH:21][CH:20]=[CH:19][CH:18]=1.C(O)(=O)C, predict the reaction product. The product is: [CH2:16]([NH:23][C:2]1[CH:3]=[C:4]([CH:10]2[CH2:15][CH2:14][O:13][CH2:12][CH2:11]2)[CH:5]=[CH:6][C:7]=1[O:8][CH3:9])[C:17]1[CH:22]=[CH:21][CH:20]=[CH:19][CH:18]=1. (2) Given the reactants [I:1][C:2]1[CH:10]=[CH:9][CH:8]=[CH:7][C:3]=1[C:4]([OH:6])=O.[Cl-].[Cl-].[Cl-].[Al+3].[CH2:15]([C:18]1[N:22]2[CH:23]=[CH:24][CH:25]=[CH:26][C:21]2=[CH:20][N:19]=1)[CH2:16][CH3:17], predict the reaction product. The product is: [I:1][C:2]1[CH:10]=[CH:9][CH:8]=[CH:7][C:3]=1[C:4]([C:20]1[N:19]=[C:18]([CH2:15][CH2:16][CH3:17])[N:22]2[CH:23]=[CH:24][CH:25]=[CH:26][C:21]=12)=[O:6]. (3) Given the reactants [Br:1][C:2]1[CH:3]=[CH:4][C:5]2[N:6]([N:8]=[C:9]([NH2:11])[N:10]=2)[CH:7]=1.[C:12](O[C:12]([O:14][C:15]([CH3:18])([CH3:17])[CH3:16])=[O:13])([O:14][C:15]([CH3:18])([CH3:17])[CH3:16])=[O:13], predict the reaction product. The product is: [Br:1][C:2]1[CH:3]=[CH:4][C:5]2[N:6]([N:8]=[C:9]([N:11]([C:12]([O:14][C:15]([CH3:18])([CH3:17])[CH3:16])=[O:13])[C:12]([O:14][C:15]([CH3:18])([CH3:17])[CH3:16])=[O:13])[N:10]=2)[CH:7]=1. (4) Given the reactants [OH:1][CH2:2][CH2:3][N:4]([CH2:12][CH2:13][N:14]1[CH2:19][CH2:18][S:17][C:16]2[CH:20]=[C:21]([N+:24]([O-])=O)[CH:22]=[CH:23][C:15]1=2)[C:5](=[O:11])[O:6][C:7]([CH3:10])([CH3:9])[CH3:8].I.[S:28]1[CH:32]=[CH:31][CH:30]=[C:29]1[C:33](SC)=[NH:34].CO.C(Cl)Cl.N, predict the reaction product. The product is: [OH:1][CH2:2][CH2:3][N:4]([CH2:12][CH2:13][N:14]1[CH2:19][CH2:18][S:17][C:16]2[CH:20]=[C:21]([NH:24][C:33]([C:29]3[S:28][CH:32]=[CH:31][CH:30]=3)=[NH:34])[CH:22]=[CH:23][C:15]1=2)[C:5](=[O:11])[O:6][C:7]([CH3:10])([CH3:9])[CH3:8]. (5) Given the reactants [Cl:1][C:2]1[CH:3]=[N:4][C:5]2[N:6]([N:8]=[C:9]([C:11]([OH:13])=O)[CH:10]=2)[CH:7]=1.[CH3:14][O:15][C:16]1[CH:25]=[C:24]2[C:19]([CH2:20][CH2:21][NH:22][CH2:23]2)=[CH:18][C:17]=1[OH:26], predict the reaction product. The product is: [Cl:1][C:2]1[CH:3]=[N:4][C:5]2[N:6]([N:8]=[C:9]([C:11]([N:22]3[CH2:21][CH2:20][C:19]4[C:24](=[CH:25][C:16]([O:15][CH3:14])=[C:17]([OH:26])[CH:18]=4)[CH2:23]3)=[O:13])[CH:10]=2)[CH:7]=1. (6) The product is: [F:1][C:2]([F:20])([F:19])[O:3][C:4]1[CH:9]=[CH:8][C:7]([N:10]2[CH2:15][CH2:14][N:13]([C:16]([O:42][CH2:41][C@@:40]([OH:44])([CH3:43])[CH2:39][N:32]3[CH:33]=[C:34]([N+:36]([O-:38])=[O:37])[N:35]=[C:31]3[Cl:30])=[O:17])[CH2:12][CH2:11]2)=[CH:6][CH:5]=1. Given the reactants [F:1][C:2]([F:20])([F:19])[O:3][C:4]1[CH:9]=[CH:8][C:7]([N:10]2[CH2:15][CH2:14][N:13]([C:16](Cl)=[O:17])[CH2:12][CH2:11]2)=[CH:6][CH:5]=1.C(N(CC)C(C)C)(C)C.[Cl:30][C:31]1[N:32]([CH2:39][C@:40]([OH:44])([CH3:43])[CH2:41][OH:42])[CH:33]=[C:34]([N+:36]([O-:38])=[O:37])[N:35]=1, predict the reaction product. (7) Given the reactants Br[C:2]1[CH:7]=[C:6]([F:8])[CH:5]=[CH:4][C:3]=1[CH:9]([F:11])[F:10].C([Li])CCC.CN(OC)[C:19](=[O:21])[CH3:20], predict the reaction product. The product is: [F:10][CH:9]([F:11])[C:3]1[CH:4]=[CH:5][C:6]([F:8])=[CH:7][C:2]=1[C:19](=[O:21])[CH3:20]. (8) Given the reactants [I-].[CH3:2][P+](C1C=CC=CC=1)(C1C=CC=CC=1)C1C=CC=CC=1.CC(C)([O-])C.[K+].[C:28]1([S:34][C:35]2[CH:40]=[CH:39][CH:38]=[CH:37][C:36]=2[CH:41]=O)[CH:33]=[CH:32][CH:31]=[CH:30][CH:29]=1.C(=O)(O)[O-].[Na+], predict the reaction product. The product is: [C:28]1([S:34][C:35]2[CH:40]=[CH:39][CH:38]=[CH:37][C:36]=2[CH:41]=[CH2:2])[CH:33]=[CH:32][CH:31]=[CH:30][CH:29]=1. (9) The product is: [C:10]([C:8]1[CH:7]=[CH:6][C:5]([CH:12]2[C:17]3[C:18](=[O:21])[CH2:19][CH2:20][C:16]=3[N:15]([C:22]3[CH:27]=[CH:26][CH:25]=[C:24]([C:28]([F:31])([F:29])[F:30])[CH:23]=3)[C:14](=[O:32])[N:13]2[CH3:33])=[C:4]([CH:9]=1)[C:3]([OH:34])=[O:2])#[N:11]. Given the reactants C[O:2][C:3](=[O:34])[C:4]1[CH:9]=[C:8]([C:10]#[N:11])[CH:7]=[CH:6][C:5]=1[CH:12]1[C:17]2[C:18](=[O:21])[CH2:19][CH2:20][C:16]=2[N:15]([C:22]2[CH:27]=[CH:26][CH:25]=[C:24]([C:28]([F:31])([F:30])[F:29])[CH:23]=2)[C:14](=[O:32])[N:13]1[CH3:33].[OH-].[Li+].O.Cl, predict the reaction product. (10) Given the reactants Br[C:2]1[CH:3]=[C:4]([C:9]([OH:11])=O)[CH:5]=[N:6][C:7]=1Cl.[OH:12][CH2:13][CH:14]1[CH2:16][CH2:15]1.[F:17][C:18]([F:29])([F:28])[C:19]1[CH:24]=[CH:23][C:22](B(O)O)=[CH:21][CH:20]=1.[NH2:30][CH2:31][C:32]([CH3:38])([OH:37])[C:33]([F:36])([F:35])[F:34], predict the reaction product. The product is: [CH:14]1([CH2:13][O:12][C:7]2[C:2]([C:22]3[CH:23]=[CH:24][C:19]([C:18]([F:29])([F:28])[F:17])=[CH:20][CH:21]=3)=[CH:3][C:4]([C:9]([NH:30][CH2:31][C:32]([OH:37])([CH3:38])[C:33]([F:36])([F:35])[F:34])=[O:11])=[CH:5][N:6]=2)[CH2:16][CH2:15]1.